This data is from Catalyst prediction with 721,799 reactions and 888 catalyst types from USPTO. The task is: Predict which catalyst facilitates the given reaction. (1) Reactant: [Cl-].O[NH3+:3].[C:4](=[O:7])([O-])[OH:5].[Na+].CS(C)=O.[F:13][C:14]1[CH:15]=[C:16]([N:22]2[C:27](=[O:28])[C:26]([CH2:29][C:30]3[CH:35]=[CH:34][C:33]([C:36]4[C:37]([C:42]#[N:43])=[CH:38][CH:39]=[CH:40][CH:41]=4)=[CH:32][CH:31]=3)=[C:25]([CH2:44][CH2:45][CH3:46])[N:24]=[C:23]2[CH3:47])[CH:17]=[CH:18][C:19]=1[O:20][CH3:21]. Product: [F:13][C:14]1[CH:15]=[C:16]([N:22]2[C:27](=[O:28])[C:26]([CH2:29][C:30]3[CH:35]=[CH:34][C:33]([C:36]4[CH:41]=[CH:40][CH:39]=[CH:38][C:37]=4[C:42]4[NH:3][C:4](=[O:7])[O:5][N:43]=4)=[CH:32][CH:31]=3)=[C:25]([CH2:44][CH2:45][CH3:46])[N:24]=[C:23]2[CH3:47])[CH:17]=[CH:18][C:19]=1[O:20][CH3:21]. The catalyst class is: 69. (2) The catalyst class is: 12. Reactant: [CH3:1][C:2]1([CH3:24])[CH2:8][CH2:7][CH2:6][N:5]([C:9]2[CH:14]=[CH:13][CH:12]=[CH:11][CH:10]=2)[C:4](=[O:15])[CH:3]1[NH:16]C(=O)OC(C)(C)C.Cl. Product: [NH2:16][CH:3]1[C:2]([CH3:24])([CH3:1])[CH2:8][CH2:7][CH2:6][N:5]([C:9]2[CH:14]=[CH:13][CH:12]=[CH:11][CH:10]=2)[C:4]1=[O:15].